Task: Predict the reactants needed to synthesize the given product.. Dataset: Full USPTO retrosynthesis dataset with 1.9M reactions from patents (1976-2016) (1) Given the product [Cl:1][C:2]1[N:11]=[C:10]([OH:18])[C:9]2[C:4](=[CH:5][C:6]([O:13][CH3:14])=[CH:7][CH:8]=2)[N:3]=1, predict the reactants needed to synthesize it. The reactants are: [Cl:1][C:2]1[N:11]=[C:10](Cl)[C:9]2[C:4](=[CH:5][C:6]([O:13][CH3:14])=[CH:7][CH:8]=2)[N:3]=1.C1C[O:18]CC1. (2) Given the product [CH2:15]([N:22]1[C:8](=[O:10])[C:7]2[C:6](=[CH:14][CH:13]=[CH:12][CH:11]=2)[N:5]=[C:4]1[CH2:1][CH2:2][CH3:3])[C:16]1[CH:21]=[CH:20][CH:19]=[CH:18][CH:17]=1, predict the reactants needed to synthesize it. The reactants are: [CH2:1]([C:4]1O[C:8](=[O:10])[C:7]2[CH:11]=[CH:12][CH:13]=[CH:14][C:6]=2[N:5]=1)[CH2:2][CH3:3].[CH2:15]([NH2:22])[C:16]1[CH:21]=[CH:20][CH:19]=[CH:18][CH:17]=1.[OH-].[Na+].Cl. (3) Given the product [F:1][C:2]1[C:9]([C:10]2[CH:15]=[N:14][CH:13]=[C:12]([NH:16][CH:17]([C:19]3[CH:20]=[CH:21][C:22]([F:25])=[CH:23][CH:24]=3)[CH3:18])[N:11]=2)=[CH:8][CH:7]=[CH:6][C:3]=1[CH:4]=[C:30]1[S:26][C:27](=[O:32])[NH:28][C:29]1=[O:31], predict the reactants needed to synthesize it. The reactants are: [F:1][C:2]1[C:9]([C:10]2[CH:15]=[N:14][CH:13]=[C:12]([NH:16][CH:17]([C:19]3[CH:24]=[CH:23][C:22]([F:25])=[CH:21][CH:20]=3)[CH3:18])[N:11]=2)=[CH:8][CH:7]=[CH:6][C:3]=1[CH:4]=O.[S:26]1[CH2:30][C:29](=[O:31])[NH:28][C:27]1=[O:32].N1CCCCC1. (4) Given the product [Cl:9][C:10]1[CH:11]=[C:12]2[C:21](=[C:22]3[C:27]=1[CH:26]=[CH:25][CH:24]=[N:23]3)[NH:20][S:19](=[O:29])(=[O:28])[C:18]1[C:13]2=[CH:14][C:15]([O:8][CH:3]2[CH2:7][CH2:6][CH2:5][CH2:4]2)=[CH:16][CH:17]=1, predict the reactants needed to synthesize it. The reactants are: [H-].[Na+].[CH:3]1([OH:8])[CH2:7][CH2:6][CH2:5][CH2:4]1.[Cl:9][C:10]1[CH:11]=[C:12]2[C:21](=[C:22]3[C:27]=1[CH:26]=[CH:25][CH:24]=[N:23]3)[NH:20][S:19](=[O:29])(=[O:28])[C:18]1[C:13]2=[CH:14][C:15](F)=[CH:16][CH:17]=1.OS([O-])(=O)=O.[K+]. (5) The reactants are: Br[C:2]1[CH:7]=[CH:6][C:5]([N:8]2[CH2:13][CH2:12][N:11]([S:14]([C:17]3[CH:22]=[CH:21][CH:20]=[CH:19][CH:18]=3)(=[O:16])=[O:15])[CH2:10][CH2:9]2)=[CH:4][CH:3]=1.[Li]CCCC.[F:28][C:29]([F:34])([F:33])[C:30](=[O:32])[CH3:31]. Given the product [F:28][C:29]([F:34])([F:33])[C:30]([C:2]1[CH:7]=[CH:6][C:5]([N:8]2[CH2:13][CH2:12][N:11]([S:14]([C:17]3[CH:22]=[CH:21][CH:20]=[CH:19][CH:18]=3)(=[O:16])=[O:15])[CH2:10][CH2:9]2)=[CH:4][CH:3]=1)([OH:32])[CH3:31], predict the reactants needed to synthesize it.